The task is: Predict the product of the given reaction.. This data is from Forward reaction prediction with 1.9M reactions from USPTO patents (1976-2016). Given the reactants CC(C)([O-])C.[K+].C/C=C/C.C([Li])CCC.B(OC)([C@H:27]1[C@H:32]([CH3:33])[C@@H:31]2[C:34]([CH3:36])(C)[C@@H:29]([CH2:30]2)[CH2:28]1)[C@H:27]1[C@H:32]([CH3:33])[C@@H:31]2[C:34](C)([CH3:36])[C@@H:29]([CH2:30]2)[CH2:28]1.B(F)(F)F.CCOCC.CC(=CC1[N:54]=[C:55]([CH3:58])[S:56][CH:57]=1)C=O.[OH-:59].[Na+].OO, predict the reaction product. The product is: [CH3:36][C:34]([CH:31]([OH:59])[CH:32]([CH3:33])[CH:27]=[CH2:28])=[CH:29][C:30]1[N:54]=[C:55]([CH3:58])[S:56][CH:57]=1.